Dataset: Full USPTO retrosynthesis dataset with 1.9M reactions from patents (1976-2016). Task: Predict the reactants needed to synthesize the given product. (1) Given the product [N:16]1[CH:17]=[CH:18][C:13]([C:8]2[CH:9]=[CH:10][CH:11]=[CH:12][C:7]=2[C:36]2[CH:35]=[CH:34][C:33]([O:32][CH2:31][C:22]3[CH:23]=[CH:24][C:25]4[C:30](=[CH:29][CH:28]=[CH:27][CH:26]=4)[N:21]=3)=[CH:38][CH:37]=2)=[CH:14][CH:15]=1, predict the reactants needed to synthesize it. The reactants are: FC(F)(F)S(O[C:7]1[CH:12]=[CH:11][CH:10]=[CH:9][C:8]=1[C:13]1[CH:18]=[CH:17][N:16]=[CH:15][CH:14]=1)(=O)=O.[N:21]1[C:30]2[C:25](=[CH:26][CH:27]=[CH:28][CH:29]=2)[CH:24]=[CH:23][C:22]=1[CH2:31][O:32][C:33]1[CH:38]=[CH:37][C:36](B(O)O)=[CH:35][CH:34]=1.C(=O)([O-])[O-].[Cs+].[Cs+]. (2) Given the product [Cl:8][C:7]1[CH:6]=[CH:5][N:4]=[CH:3][C:2]=1[C:13]1[CH:12]=[N:11][N:10]([CH3:9])[CH:14]=1, predict the reactants needed to synthesize it. The reactants are: Br[C:2]1[CH:3]=[N:4][CH:5]=[CH:6][C:7]=1[Cl:8].[CH3:9][N:10]1[CH:14]=[C:13](B2OC(C)(C)C(C)(C)O2)[CH:12]=[N:11]1.C(=O)([O-])[O-].[Na+].[Na+].C(OCC)(=O)C. (3) Given the product [ClH:40].[CH3:1][O:2][C:3]1[N:8]=[C:7]2[C:9]([C:13]3[NH:37][C:16]4=[N:17][CH:18]=[CH:19][C:20]([CH2:21][NH:22][CH:23]5[CH2:28][CH2:27][CH:26]([NH2:29])[CH2:25][CH2:24]5)=[C:15]4[CH:14]=3)=[CH:10][N:11]([CH3:12])[C:6]2=[CH:5][C:4]=1[O:38][CH3:39], predict the reactants needed to synthesize it. The reactants are: [CH3:1][O:2][C:3]1[N:8]=[C:7]2[C:9]([C:13]3[NH:37][C:16]4=[N:17][CH:18]=[CH:19][C:20]([CH2:21][NH:22][CH:23]5[CH2:28][CH2:27][CH:26]([NH:29]C(=O)OC(C)(C)C)[CH2:25][CH2:24]5)=[C:15]4[CH:14]=3)=[CH:10][N:11]([CH3:12])[C:6]2=[CH:5][C:4]=1[O:38][CH3:39].[ClH:40]. (4) Given the product [C:21]1([C:14](=[C:11]2[CH2:12][CH2:13][N:8]([C:6](=[O:7])[C:52]([C:39]3[C:38]4[C:42](=[C:43]([N:46]5[CH:50]=[C:49]([CH3:51])[N:48]=[N:47]5)[N:44]=[CH:45][C:37]=4[O:36][CH3:35])[NH:41][CH:40]=3)=[O:56])[CH2:9][CH2:10]2)[C:15]2[NH:19][N:18]=[C:17]([CH3:20])[CH:16]=2)[CH:26]=[CH:25][CH:24]=[CH:23][CH:22]=1, predict the reactants needed to synthesize it. The reactants are: C(O[C:6]([N:8]1[CH2:13][CH2:12][C:11](=[C:14]([C:21]2[CH:26]=[CH:25][CH:24]=[CH:23][CH:22]=2)[C:15]2[NH:19][N:18]=[C:17]([CH3:20])[CH:16]=2)[CH2:10][CH2:9]1)=[O:7])(C)(C)C.C(O)(C(F)(F)F)=O.Cl.[CH3:35][O:36][C:37]1[CH:45]=[N:44][C:43]([N:46]2[CH:50]=[C:49]([CH3:51])[N:48]=[N:47]2)=[C:42]2[C:38]=1[C:39]([C:52](=[O:56])C(O)=O)=[CH:40][NH:41]2.C(N(CC)CC)(C)C.C1N(P(Cl)(N2C(=O)OCC2)=O)C(=O)OC1. (5) The reactants are: FC1C(O[C:9](=[O:24])[C:10]2[CH:15]=[CH:14][CH:13]=[CH:12][C:11]=2[NH:16][CH2:17][C:18]2[CH:23]=[CH:22][N:21]=[CH:20][CH:19]=2)=C(F)C(F)=C(F)C=1F.[CH2:29]([C:32]1[CH:36]=[C:35]([CH2:37][O:38][NH2:39])[O:34][N:33]=1)[CH2:30][CH3:31]. Given the product [CH2:29]([C:32]1[CH:36]=[C:35]([CH2:37][O:38][NH:39][C:9](=[O:24])[C:10]2[CH:15]=[CH:14][CH:13]=[CH:12][C:11]=2[NH:16][CH2:17][C:18]2[CH:19]=[CH:20][N:21]=[CH:22][CH:23]=2)[O:34][N:33]=1)[CH2:30][CH3:31], predict the reactants needed to synthesize it.